From a dataset of Peptide-MHC class I binding affinity with 185,985 pairs from IEDB/IMGT. Regression. Given a peptide amino acid sequence and an MHC pseudo amino acid sequence, predict their binding affinity value. This is MHC class I binding data. (1) The peptide sequence is LMMTTIGVVL. The MHC is HLA-B08:01 with pseudo-sequence HLA-B08:01. The binding affinity (normalized) is 0.210. (2) The peptide sequence is YPPPRYITV. The MHC is HLA-A30:01 with pseudo-sequence HLA-A30:01. The binding affinity (normalized) is 0.0847.